From a dataset of Forward reaction prediction with 1.9M reactions from USPTO patents (1976-2016). Predict the product of the given reaction. (1) The product is: [CH3:14][C:11]1[CH:12]=[CH:13][C:8]2[C:3]3[C:2]([C:18]4([CH2:19][CH2:20][O:15][CH2:16][CH2:17]4)[C:9]=2[CH:10]=1)=[CH:7][CH:6]=[CH:5][CH:4]=3. Given the reactants Br[C:2]1[CH:7]=[CH:6][CH:5]=[CH:4][C:3]=1[C:8]1[CH:13]=[CH:12][C:11]([CH3:14])=[CH:10][CH:9]=1.[O:15]1[CH2:20][CH2:19][C:18](=O)[CH2:17][CH2:16]1, predict the reaction product. (2) Given the reactants [CH3:1][O:2][C:3]1[CH:29]=[C:28]([O:30][CH3:31])[CH:27]=[CH:26][C:4]=1[CH2:5][N:6]1[C:9](=[O:10])[C@@H:8]([NH:11][C:12](=[O:21])[O:13][CH2:14][C:15]2[CH:20]=[CH:19][CH:18]=[CH:17][CH:16]=2)[C@H:7]1/[CH:22]=[CH:23]/[O:24]C.[H-].[Na+].[CH3:34][O:35][C:36]1[CH:43]=[CH:42][C:39]([CH2:40]Cl)=[CH:38][CH:37]=1, predict the reaction product. The product is: [CH3:1][O:2][C:3]1[CH:29]=[C:28]([O:30][CH3:31])[CH:27]=[CH:26][C:4]=1[CH2:5][N:6]1[C@H:7]([CH2:22][CH:23]=[O:24])[C@H:8]([N:11]([CH2:40][C:39]2[CH:42]=[CH:43][C:36]([O:35][CH3:34])=[CH:37][CH:38]=2)[C:12](=[O:21])[O:13][CH2:14][C:15]2[CH:20]=[CH:19][CH:18]=[CH:17][CH:16]=2)[C:9]1=[O:10].